This data is from Retrosynthesis with 50K atom-mapped reactions and 10 reaction types from USPTO. The task is: Predict the reactants needed to synthesize the given product. Given the product COC(=O)C1(NC(=O)c2cccc(C)c2OC(C)C)Cc2cccc3cccc(c23)C1, predict the reactants needed to synthesize it. The reactants are: CC(C)Br.COC(=O)C1(NC(=O)c2cccc(C)c2O)Cc2cccc3cccc(c23)C1.